Task: Predict the reactants needed to synthesize the given product.. Dataset: Full USPTO retrosynthesis dataset with 1.9M reactions from patents (1976-2016) (1) Given the product [OH:13][C:6]1[CH:7]=[CH:12][C:3]([CH:1]([P:26](=[O:33])([O:30][CH3:31])[O:27][CH3:28])[NH:23][C:21]2[S:22][C:18]3[CH:17]=[C:16]([O:15][CH3:14])[CH:25]=[CH:24][C:19]=3[N:20]=2)=[CH:4][CH:5]=1, predict the reactants needed to synthesize it. The reactants are: [CH:1]([C:3]1[CH:4]=[CH:5][C:6]([OH:13])=[C:7]([CH:12]=1)C(OC)=O)=O.[CH3:14][O:15][C:16]1[CH:25]=[CH:24][C:19]2[N:20]=[C:21]([NH2:23])[S:22][C:18]=2[CH:17]=1.[P:26]([O-:33])([O:30][CH2:31]C)[O:27][CH2:28]C. (2) Given the product [O:1]([C:8]1[CH:9]=[CH:10][C:11]([CH2:12][NH:13][C:22]([C:21]2[CH:25]=[CH:26][C:18]([CH2:17][N:52]([CH2:51][C:48]3[CH:49]=[CH:50][C:45]([O:44][CH2:43][C:42]([OH:53])=[O:41])=[CH:46][CH:47]=3)[C:33](=[O:34])[C:32]3[CH:36]=[CH:37][C:29]([C:28]([F:39])([F:38])[F:27])=[CH:30][CH:31]=3)=[CH:19][CH:20]=2)=[O:23])=[CH:14][CH:15]=1)[C:2]1[CH:3]=[CH:4][CH:5]=[CH:6][CH:7]=1, predict the reactants needed to synthesize it. The reactants are: [O:1]([C:8]1[CH:15]=[CH:14][C:11]([CH2:12][NH2:13])=[CH:10][CH:9]=1)[C:2]1[CH:7]=[CH:6][CH:5]=[CH:4][CH:3]=1.Cl[CH2:17][C:18]1[CH:26]=[CH:25][C:21]([C:22](Cl)=[O:23])=[CH:20][CH:19]=1.[F:27][C:28]([F:39])([F:38])[C:29]1[CH:37]=[CH:36][C:32]([C:33](Cl)=[O:34])=[CH:31][CH:30]=1.C[O:41][C:42](=[O:53])[CH2:43][O:44][C:45]1[CH:50]=[CH:49][C:48]([CH2:51][NH2:52])=[CH:47][CH:46]=1. (3) Given the product [C:29]1([CH:7]([C:1]2[CH:6]=[CH:5][CH:4]=[CH:3][CH:2]=2)[N:8]2[CH2:11][CH:10]([CH:12]([C:17]3[CH:18]=[C:19]([C:24]4[N:28]([CH3:37])[N:27]=[N:26][N:25]=4)[CH:20]=[C:21]([F:23])[CH:22]=3)[C:13]([F:16])([CH3:15])[CH3:14])[CH2:9]2)[CH:34]=[CH:33][CH:32]=[CH:31][CH:30]=1, predict the reactants needed to synthesize it. The reactants are: [C:1]1([CH:7]([C:29]2[CH:34]=[CH:33][CH:32]=[CH:31][CH:30]=2)[N:8]2[CH2:11][CH:10]([CH:12]([C:17]3[CH:18]=[C:19]([C:24]4[NH:28][N:27]=[N:26][N:25]=4)[CH:20]=[C:21]([F:23])[CH:22]=3)[C:13]([F:16])([CH3:15])[CH3:14])[CH2:9]2)[CH:6]=[CH:5][CH:4]=[CH:3][CH:2]=1.CI.[CH3:37]CN(C(C)C)C(C)C. (4) Given the product [CH:6]([C:7]1[N:4]=[C:2]([SH:3])[N:1]=[C:9]([OH:10])[CH:8]=1)([CH3:14])[CH3:5], predict the reactants needed to synthesize it. The reactants are: [NH2:1][C:2]([NH2:4])=[S:3].[CH3:5][CH:6]([CH3:14])[C:7](=O)[CH2:8][C:9](OC)=[O:10].C([O-])([O-])=O.[K+].[K+].Cl. (5) Given the product [CH3:37][CH:36]([C:33]1[CH:34]=[CH:35][C:30]([O:29][CH2:28][C:27]2[C:22]([NH2:14])=[N:23][CH:24]=[CH:25][CH:26]=2)=[CH:31][CH:32]=1)[CH3:38], predict the reactants needed to synthesize it. The reactants are: CC(C)([O-])C.[Na+].C1(C(C2C=CC=CC=2)=[NH:14])C=CC=CC=1.Cl[C:22]1[C:27]([CH2:28][O:29][C:30]2[CH:35]=[CH:34][C:33]([CH:36]([CH3:38])[CH3:37])=[CH:32][CH:31]=2)=[CH:26][CH:25]=[CH:24][N:23]=1.C1(C)C=CC=CC=1. (6) Given the product [CH3:15][C:3]1[C:4]([S:11]([CH3:14])(=[O:13])=[O:12])=[CH:5][C:6]([N+:8]([O-:10])=[O:9])=[CH:7][C:2]=1[N:16]1[CH2:20][CH2:19][CH2:18][CH2:17]1, predict the reactants needed to synthesize it. The reactants are: F[C:2]1[CH:7]=[C:6]([N+:8]([O-:10])=[O:9])[CH:5]=[C:4]([S:11]([CH3:14])(=[O:13])=[O:12])[C:3]=1[CH3:15].[NH:16]1[CH2:20][CH2:19][CH2:18][CH2:17]1.